This data is from Reaction yield outcomes from USPTO patents with 853,638 reactions. The task is: Predict the reaction yield, written as a fraction of the theoretical maximum amount of product (1.0 means a 100% yield; for example, 0.34 means a 34% yield). The reactants are [F:1][C:2]1[CH:23]=[CH:22][CH:21]=[CH:20][C:3]=1[CH2:4][N:5]1[C:13]2[CH2:12][CH2:11][NH:10][CH2:9][C:8]=2[C:7]([C:14]2[N:19]=[CH:18][CH:17]=[CH:16][N:15]=2)=[N:6]1.N1C=CC=CC=1.[C:30]1([S:36](Cl)(=[O:38])=[O:37])[CH:35]=[CH:34][CH:33]=[CH:32][CH:31]=1. The catalyst is ClCCCl. The product is [F:1][C:2]1[CH:23]=[CH:22][CH:21]=[CH:20][C:3]=1[CH2:4][N:5]1[C:13]2[CH2:12][CH2:11][N:10]([S:36]([C:30]3[CH:35]=[CH:34][CH:33]=[CH:32][CH:31]=3)(=[O:38])=[O:37])[CH2:9][C:8]=2[C:7]([C:14]2[N:15]=[CH:16][CH:17]=[CH:18][N:19]=2)=[N:6]1. The yield is 0.139.